The task is: Predict the product of the given reaction.. This data is from Forward reaction prediction with 1.9M reactions from USPTO patents (1976-2016). (1) Given the reactants [F:1][C:2]1([F:17])[CH2:6][CH2:5][C@@H:4]([C:7]([O:9]CC2C=CC=CC=2)=[O:8])[CH2:3]1.[Li+].[OH-].O, predict the reaction product. The product is: [F:1][C:2]1([F:17])[CH2:6][CH2:5][C@@H:4]([C:7]([OH:9])=[O:8])[CH2:3]1. (2) Given the reactants [F:1][C:2]([F:28])([F:27])[C:3]1[CH:4]=[N:5][C:6]([N:12]2[CH2:15][CH:14]([O:16][C:17]3[CH:22]=[CH:21][CH:20]=[C:19]([C:23]([F:26])([F:25])[F:24])[N:18]=3)[CH2:13]2)=[C:7]([CH:11]=1)[C:8](O)=[O:9].Cl.[NH2:30][C:31]1([C:34]2[CH:43]=[CH:42][C:37]([C:38]([O:40][CH3:41])=[O:39])=[CH:36][CH:35]=2)[CH2:33][CH2:32]1, predict the reaction product. The product is: [F:28][C:2]([F:1])([F:27])[C:3]1[CH:4]=[N:5][C:6]([N:12]2[CH2:15][CH:14]([O:16][C:17]3[CH:22]=[CH:21][CH:20]=[C:19]([C:23]([F:24])([F:25])[F:26])[N:18]=3)[CH2:13]2)=[C:7]([CH:11]=1)[C:8]([NH:30][C:31]1([C:34]2[CH:43]=[CH:42][C:37]([C:38]([O:40][CH3:41])=[O:39])=[CH:36][CH:35]=2)[CH2:33][CH2:32]1)=[O:9]. (3) Given the reactants [OH:1][CH2:2][C:3]1([CH3:14])[CH2:6][N:5]([C:7]([O:9][C:10]([CH3:13])([CH3:12])[CH3:11])=[O:8])[CH2:4]1.[Cl:15][C:16]1[C:17](F)=[CH:18][C:19]([F:29])=[C:20]([CH:28]=1)[C:21]([O:23][C:24]([CH3:27])([CH3:26])[CH3:25])=[O:22], predict the reaction product. The product is: [C:24]([O:23][C:21]([C:20]1[C:19]([F:29])=[CH:18][C:17]([O:1][CH2:2][C:3]2([CH3:14])[CH2:6][N:5]([C:7]([O:9][C:10]([CH3:13])([CH3:12])[CH3:11])=[O:8])[CH2:4]2)=[C:16]([Cl:15])[CH:28]=1)=[O:22])([CH3:27])([CH3:25])[CH3:26]. (4) Given the reactants C[O:2][CH:3]=[CH:4][CH:5]1[CH2:10][CH2:9][CH2:8][O:7][CH2:6]1.Cl, predict the reaction product. The product is: [O:7]1[CH2:8][CH2:9][CH2:10][CH:5]([CH2:4][CH:3]=[O:2])[CH2:6]1. (5) Given the reactants [NH2:1][C@H:2]([C:8]([OH:10])=[O:9])[CH2:3][CH2:4][C:5]([OH:7])=[O:6].[F:11][C:12]1[CH:13]=[C:14]2[C:19](=[CH:20][C:21]=1[N:22]1[CH2:27][CH2:26][NH:25][CH2:24][CH2:23]1)[N:18]1[C@H:28]([CH3:30])[S:29][C:17]1=[C:16]([C:31]([OH:33])=[O:32])[C:15]2=[O:34], predict the reaction product. The product is: [NH2:1][C@H:2]([C:8]([OH:10])=[O:9])[CH2:3][CH2:4][C:5]([OH:7])=[O:6].[F:11][C:12]1[CH:13]=[C:14]2[C:19](=[CH:20][C:21]=1[N:22]1[CH2:27][CH2:26][NH:25][CH2:24][CH2:23]1)[N:18]1[C@H:28]([CH3:30])[S:29][C:17]1=[C:16]([C:31]([OH:33])=[O:32])[C:15]2=[O:34].